From a dataset of Forward reaction prediction with 1.9M reactions from USPTO patents (1976-2016). Predict the product of the given reaction. (1) Given the reactants [NH2:1][CH2:2][C:3]1[N:7]=[C:6]([C@H:8]([CH2:17][CH2:18][CH2:19][CH:20]2[CH2:25][CH2:24][CH2:23][CH2:22][CH2:21]2)[CH2:9][C:10]([O:12][C:13]([CH3:16])([CH3:15])[CH3:14])=[O:11])[O:5][N:4]=1.C1C(=O)[N:30](OC(ON2C(=O)CCC2=O)=O)[C:28](=[O:29])C1.N, predict the reaction product. The product is: [NH2:30][C:28]([NH:1][CH2:2][C:3]1[N:7]=[C:6]([C@H:8]([CH2:17][CH2:18][CH2:19][CH:20]2[CH2:21][CH2:22][CH2:23][CH2:24][CH2:25]2)[CH2:9][C:10]([O:12][C:13]([CH3:15])([CH3:16])[CH3:14])=[O:11])[O:5][N:4]=1)=[O:29]. (2) Given the reactants [NH2:1][C:2]1[CH:7]=[CH:6][C:5]([NH:8][C:9](=[O:26])[C:10]([N:12]2[CH2:17][CH2:16][CH:15]([CH2:18][C:19]3[CH:24]=[CH:23][C:22]([F:25])=[CH:21][CH:20]=3)[CH2:14][CH2:13]2)=[O:11])=[CH:4][CH:3]=1.[CH:27](=O)[C:28]1[CH:33]=[CH:32][CH:31]=[CH:30][CH:29]=1, predict the reaction product. The product is: [CH2:27]([NH:1][C:2]1[CH:7]=[CH:6][C:5]([NH:8][C:9](=[O:26])[C:10]([N:12]2[CH2:17][CH2:16][CH:15]([CH2:18][C:19]3[CH:20]=[CH:21][C:22]([F:25])=[CH:23][CH:24]=3)[CH2:14][CH2:13]2)=[O:11])=[CH:4][CH:3]=1)[C:28]1[CH:33]=[CH:32][CH:31]=[CH:30][CH:29]=1. (3) Given the reactants C(S[C:9](=[O:49])[CH:10]([CH:18]1[CH:25]=[CH:24][CH2:23][CH:22]([CH:26]([NH:39]C(OC(C)(C)C)=O)[CH2:27][C:28]2[CH:33]=[CH:32][C:31]([O:34]C(C)(C)C)=[CH:30][CH:29]=2)[O:21][Si](C)(C)[O:19]1)[CH2:11][C:12]1[CH:17]=[CH:16][CH:15]=[CH:14][CH:13]=1)C1C=CC=CC=1.N1C=CC=CC=1.[Li+].[OH-:57].OO, predict the reaction product. The product is: [NH2:39][CH:26]([CH2:27][C:28]1[CH:29]=[CH:30][C:31]([OH:34])=[CH:32][CH:33]=1)[CH:22]([OH:21])[CH2:23]/[CH:24]=[CH:25]\[CH:18]([OH:19])[CH:10]([CH2:11][C:12]1[CH:17]=[CH:16][CH:15]=[CH:14][CH:13]=1)[C:9]([OH:57])=[O:49].